Task: Predict which catalyst facilitates the given reaction.. Dataset: Catalyst prediction with 721,799 reactions and 888 catalyst types from USPTO Reactant: [NH2:1][C:2]1[CH:3]=[C:4]([N:8]2[CH2:13][CH2:12][N:11]([C:14]([C:16]3[N:17]([C:22]4[CH:27]=[CH:26][CH:25]=[CH:24][CH:23]=4)[N:18]=[C:19]([CH3:21])[CH:20]=3)=[O:15])[CH2:10][CH2:9]2)[CH:5]=[CH:6][CH:7]=1.C(N(CC)CC)C.I[CH2:36][CH2:37][OH:38].C(OCC)(=O)C. Product: [OH:38][CH2:37][CH2:36][NH:1][C:2]1[CH:3]=[C:4]([N:8]2[CH2:9][CH2:10][N:11]([C:14]([C:16]3[N:17]([C:22]4[CH:23]=[CH:24][CH:25]=[CH:26][CH:27]=4)[N:18]=[C:19]([CH3:21])[CH:20]=3)=[O:15])[CH2:12][CH2:13]2)[CH:5]=[CH:6][CH:7]=1. The catalyst class is: 93.